This data is from Reaction yield outcomes from USPTO patents with 853,638 reactions. The task is: Predict the reaction yield, written as a fraction of the theoretical maximum amount of product (1.0 means a 100% yield; for example, 0.34 means a 34% yield). (1) The reactants are [N+]([C:4]1[CH:9]=[CH:8][CH:7]=[CH:6][C:5]=1[N+:10]([O-:12])=[O:11])([O-])=O.[F:13][C:14]1[CH:19]=[CH:18][C:17]([OH:20])=[CH:16][CH:15]=1.C(=O)([O-])[O-].[Cs+].[Cs+]. The catalyst is CS(C)=O.O. The product is [F:13][C:14]1[CH:19]=[CH:18][C:17]([O:20][C:9]2[CH:4]=[C:5]([N+:10]([O-:12])=[O:11])[CH:6]=[CH:7][CH:8]=2)=[CH:16][CH:15]=1. The yield is 0.690. (2) The reactants are C[O:2][C:3](=O)[C:4]([CH3:11])([C:6]1[S:7][CH:8]=[CH:9][CH:10]=1)[CH3:5].C([Al]CC(C)C)C(C)C.C1(C)C=CC=CC=1. The catalyst is C(Cl)Cl. The product is [CH3:5][C:4]([C:6]1[S:7][CH:8]=[CH:9][CH:10]=1)([CH3:11])[CH2:3][OH:2]. The yield is 0.840. (3) The reactants are [F:1][C:2]1[C:7]2[N:8]([CH:11]3[CH2:16][CH2:15][CH2:14][CH2:13][O:12]3)[CH:9]=[N:10][C:6]=2[CH:5]=[C:4]([CH2:17][NH2:18])[CH:3]=1.Cl[C:20]1[N:25]=[C:24]([NH:26][C:27]2[NH:31][N:30]=[C:29]([CH:32]3[CH2:34][CH2:33]3)[CH:28]=2)[CH:23]=[CH:22][N:21]=1.CCN(C(C)C)C(C)C. The catalyst is CC(O)C. The product is [CH:32]1([C:29]2[NH:30][N:31]=[C:27]([NH:26][C:24]3[CH:23]=[CH:22][N:21]=[C:20]([NH:18][CH2:17][C:4]4[CH:3]=[C:2]([F:1])[C:7]5[N:8]([CH:11]6[CH2:16][CH2:15][CH2:14][CH2:13][O:12]6)[CH:9]=[N:10][C:6]=5[CH:5]=4)[N:25]=3)[CH:28]=2)[CH2:34][CH2:33]1. The yield is 0.340. (4) The reactants are [CH3:1][C:2]1[O:6][N:5]=[C:4]([C:7]2[CH:12]=[CH:11][CH:10]=[CH:9][CH:8]=2)[C:3]=1[C:13]#[C:14][C:15]1[CH:16]=[C:17]([CH:21]=[CH:22][CH:23]=1)[C:18]([OH:20])=O.[NH2:24][CH:25]1[CH2:30][CH2:29][O:28][CH2:27][CH2:26]1. No catalyst specified. The product is [CH3:1][C:2]1[O:6][N:5]=[C:4]([C:7]2[CH:12]=[CH:11][CH:10]=[CH:9][CH:8]=2)[C:3]=1[C:13]#[C:14][C:15]1[CH:16]=[C:17]([CH:21]=[CH:22][CH:23]=1)[C:18]([NH:24][CH:25]1[CH2:30][CH2:29][O:28][CH2:27][CH2:26]1)=[O:20]. The yield is 0.870. (5) The reactants are [Br:1][C:2]1[CH:7]=[CH:6][C:5]([NH:8][C:9]([NH2:11])=[S:10])=[CH:4][C:3]=1[O:12][CH3:13].Br[CH:15]1[CH2:20][CH2:19][CH2:18][CH:17]([C:21]2[CH:26]=[CH:25][CH:24]=[CH:23][CH:22]=2)[C:16]1=O. The catalyst is C(O)C. The product is [Br:1][C:2]1[CH:7]=[CH:6][C:5]([NH:8][C:9]2[S:10][C:23]3[CH2:24][CH2:25][CH2:26][CH:21]([C:17]4[CH:18]=[CH:19][CH:20]=[CH:15][CH:16]=4)[C:22]=3[N:11]=2)=[CH:4][C:3]=1[O:12][CH3:13]. The yield is 0.620. (6) The reactants are C([Li])CCC.[F:6][C:7]([F:19])([F:18])[C:8]([C:14]([F:17])([F:16])[F:15])([OH:13])[CH2:9][CH2:10][CH2:11][OH:12].[C:20](Cl)(=[O:24])[C:21]([CH3:23])=[CH2:22]. The catalyst is C1COCC1.C(OCC)C. The product is [C:20]([O:12][CH2:11][CH2:10][CH2:9][C:8]([C:14]([F:15])([F:16])[F:17])([OH:13])[C:7]([F:18])([F:19])[F:6])(=[O:24])[C:21]([CH3:23])=[CH2:22]. The yield is 0.790. (7) The reactants are [CH3:1][O:2][C:3]1[C:8]2[N:9]=[C:10]([NH:12][C:13](=[O:24])[C:14]3[CH:19]=[CH:18][C:17]([CH2:20][NH:21][CH2:22][CH3:23])=[CH:16][CH:15]=3)[S:11][C:7]=2[C:6]([N:25]2[CH2:30][CH2:29][O:28][CH2:27][CH2:26]2)=[CH:5][CH:4]=1.[CH3:31][O:32][CH2:33][C:34](Cl)=[O:35]. No catalyst specified. The product is [CH2:22]([N:21]([CH2:20][C:17]1[CH:18]=[CH:19][C:14]([C:13]([NH:12][C:10]2[S:11][C:7]3[C:6]([N:25]4[CH2:26][CH2:27][O:28][CH2:29][CH2:30]4)=[CH:5][CH:4]=[C:3]([O:2][CH3:1])[C:8]=3[N:9]=2)=[O:24])=[CH:15][CH:16]=1)[C:34](=[O:35])[CH2:33][O:32][CH3:31])[CH3:23]. The yield is 0.330. (8) The catalyst is C1COCC1.[Pd].C(OCC)(=O)C. The yield is 0.840. The product is [NH:13]1[C:14]2[C:10](=[C:9]([C:20]3[CH:21]=[C:22]([CH2:26][C:27]([OH:29])=[O:28])[CH:23]=[CH:24][CH:25]=3)[CH:17]=[CH:16][CH:15]=2)[CH:11]=[CH:12]1. The reactants are CC1(C)C(C)(C)OB([C:9]2[CH:17]=[CH:16][CH:15]=[C:14]3[C:10]=2[CH:11]=[CH:12][NH:13]3)O1.Br[C:20]1[CH:21]=[C:22]([CH2:26][C:27]([OH:29])=[O:28])[CH:23]=[CH:24][CH:25]=1.[OH-].[Na+]. (9) The reactants are [Cl:1][C:2]1[N:7]=[C:6]([C:8]2[CH:13]=[CH:12][CH:11]=[C:10]([N+:14]([O-])=O)[CH:9]=2)[CH:5]=[CH:4][N:3]=1. The catalyst is C(O)C.[Pt]. The product is [Cl:1][C:2]1[N:7]=[C:6]([C:8]2[CH:9]=[C:10]([NH2:14])[CH:11]=[CH:12][CH:13]=2)[CH:5]=[CH:4][N:3]=1. The yield is 0.900. (10) The reactants are [F:1][C:2]([F:29])([F:28])[C:3]1[CH:4]=[C:5]([C@H:13]2[C@H:22]([C:23]([OH:25])=O)[C:21]3[C:16](=[CH:17][CH:18]=[CH:19][CH:20]=3)[C:15](=[O:26])[N:14]2[CH3:27])[CH:6]=[C:7]([C:9]([F:12])([F:11])[F:10])[CH:8]=1.C1CN([P+](ON2N=NC3C=CC=CC2=3)(N2CCCC2)N2CCCC2)CC1.F[P-](F)(F)(F)(F)F.[NH2:63][C:64]1[S:65][CH:66]=[CH:67][N:68]=1.C(N(CC)C(C)C)(C)C. The catalyst is ClCCl. The product is [F:10][C:9]([F:11])([F:12])[C:7]1[CH:6]=[C:5]([C@H:13]2[C@H:22]([C:23]([NH:63][C:64]3[S:65][CH:66]=[CH:67][N:68]=3)=[O:25])[C:21]3[C:16](=[CH:17][CH:18]=[CH:19][CH:20]=3)[C:15](=[O:26])[N:14]2[CH3:27])[CH:4]=[C:3]([C:2]([F:29])([F:28])[F:1])[CH:8]=1. The yield is 0.463.